Dataset: Full USPTO retrosynthesis dataset with 1.9M reactions from patents (1976-2016). Task: Predict the reactants needed to synthesize the given product. (1) Given the product [N:24]([CH2:6][C@@H:7]([NH:16][C:17](=[O:18])[O:19][C:20]([CH3:23])([CH3:22])[CH3:21])[C:8]1[CH:13]=[C:12]([F:14])[CH:11]=[C:10]([Br:15])[CH:9]=1)=[N+:25]=[N-:26], predict the reactants needed to synthesize it. The reactants are: CS(O[CH2:6][C@@H:7]([NH:16][C:17]([O:19][C:20]([CH3:23])([CH3:22])[CH3:21])=[O:18])[C:8]1[CH:13]=[C:12]([F:14])[CH:11]=[C:10]([Br:15])[CH:9]=1)(=O)=O.[N-:24]=[N+:25]=[N-:26].[Na+].O.CCOC(C)=O. (2) The reactants are: Br[C:2]1[CH:3]=[CH:4][C:5]([N+:8]([O-:10])=[O:9])=[N:6][CH:7]=1.C([O-])([O-])=O.[K+].[K+].[N:17]1([C:23]([O:25][C:26]([CH3:29])([CH3:28])[CH3:27])=[O:24])[CH2:22][CH2:21][NH:20][CH2:19][CH2:18]1.O. Given the product [N+:8]([C:5]1[N:6]=[CH:7][C:2]([N:20]2[CH2:19][CH2:18][N:17]([C:23]([O:25][C:26]([CH3:29])([CH3:28])[CH3:27])=[O:24])[CH2:22][CH2:21]2)=[CH:3][CH:4]=1)([O-:10])=[O:9], predict the reactants needed to synthesize it. (3) Given the product [CH:1]1([C:7]2([CH3:18])[C:8](=[O:10])[N:20]([CH3:19])[C:21](=[O:22])[NH:23][C:13]2=[O:15])[CH2:6][CH2:5][CH2:4][CH:3]=[CH:2]1, predict the reactants needed to synthesize it. The reactants are: [CH:1]1([C:7]([CH3:18])([C:13]([O:15]CC)=O)[C:8]([O:10]CC)=O)[CH2:6][CH2:5][CH2:4][CH:3]=[CH:2]1.[CH3:19][NH:20][C:21]([NH2:23])=[O:22].[O-]CC.[Na+]. (4) Given the product [OH:34][C:29]1[CH:30]=[CH:31][CH:32]=[CH:33][C:28]=1[CH:26]1[N:25]([C:2]([NH:1][C:4]2[CH:9]=[CH:8][CH:7]=[CH:6][C:5]=2[O:10][C:11]2[CH:16]=[CH:15][CH:14]=[CH:13][CH:12]=2)=[O:3])[N:24]=[C:23]([C:19]2[CH:18]=[N:17][CH:22]=[CH:21][CH:20]=2)[CH2:27]1, predict the reactants needed to synthesize it. The reactants are: [N:1]([C:4]1[CH:9]=[CH:8][CH:7]=[CH:6][C:5]=1[O:10][C:11]1[CH:16]=[CH:15][CH:14]=[CH:13][CH:12]=1)=[C:2]=[O:3].[N:17]1[CH:22]=[CH:21][CH:20]=[C:19]([C:23]2[CH2:27][CH:26]([C:28]3[CH:33]=[CH:32][CH:31]=[CH:30][C:29]=3[OH:34])[NH:25][N:24]=2)[CH:18]=1. (5) Given the product [CH3:8][C:2]([C:9]1[NH:10][C:11]2[C:16]([CH:17]=1)=[CH:15][C:14]([N+:18]([O-:20])=[O:19])=[CH:13][CH:12]=2)([CH3:1])[C:3]([OH:5])=[O:4], predict the reactants needed to synthesize it. The reactants are: [CH3:1][C:2]([C:9]1[NH:10][C:11]2[C:16]([CH:17]=1)=[CH:15][C:14]([N+:18]([O-:20])=[O:19])=[CH:13][CH:12]=2)([CH3:8])[C:3]([O:5]CC)=[O:4].O[Li].O.Cl. (6) Given the product [NH2:1][C:2]1[C:3]2[C:10]([C:11]3[CH:16]=[CH:15][C:14]([NH:17][C:18]([NH:20][C:21]4[CH:22]=[C:23]([CH:28]=[CH:29][CH:30]=4)[C:24]([OH:26])=[O:25])=[O:19])=[CH:13][CH:12]=3)=[CH:9][S:8][C:4]=2[N:5]=[CH:6][N:7]=1, predict the reactants needed to synthesize it. The reactants are: [NH2:1][C:2]1[C:3]2[C:10]([C:11]3[CH:16]=[CH:15][C:14]([NH:17][C:18]([NH:20][C:21]4[CH:22]=[C:23]([CH:28]=[CH:29][CH:30]=4)[C:24]([O:26]C)=[O:25])=[O:19])=[CH:13][CH:12]=3)=[CH:9][S:8][C:4]=2[N:5]=[CH:6][N:7]=1.[OH-].[Na+].Cl. (7) Given the product [Cl:18][C:6]1[CH:5]=[C:4]([CH:3]=[C:2]([Cl:1])[C:7]=1[C:8]1[N:12]2[CH:13]=[C:14]([F:17])[CH:15]=[CH:16][C:11]2=[N:10][N:9]=1)[CH:19]=[O:20], predict the reactants needed to synthesize it. The reactants are: [Cl:1][C:2]1[CH:3]=[C:4]([CH2:19][OH:20])[CH:5]=[C:6]([Cl:18])[C:7]=1[C:8]1[N:12]2[CH:13]=[C:14]([F:17])[CH:15]=[CH:16][C:11]2=[N:10][N:9]=1.CC(OI1(OC(C)=O)(OC(C)=O)OC(=O)C2C=CC=CC1=2)=O.